This data is from Catalyst prediction with 721,799 reactions and 888 catalyst types from USPTO. The task is: Predict which catalyst facilitates the given reaction. (1) Reactant: [Cl-].[C:2]([C:6]1[CH:11]=[CH:10][C:9]([I+:12][C:13]2[CH:18]=[CH:17][C:16]([C:19]([CH3:22])([CH3:21])[CH3:20])=[CH:15][CH:14]=2)=[CH:8][CH:7]=1)([CH3:5])([CH3:4])[CH3:3].[C:23]12([CH2:33][S:34]([O:37]C)(=[O:36])=[O:35])[C:30]([CH3:32])([CH3:31])[CH:27]([CH2:28][CH2:29]1)[CH2:26][C:24]2=[O:25]. The catalyst class is: 13. Product: [C:23]12([CH2:33][S:34]([O-:37])(=[O:35])=[O:36])[C:30]([CH3:32])([CH3:31])[CH:27]([CH2:28][CH2:29]1)[CH2:26][C:24]2=[O:25].[C:19]([C:16]1[CH:17]=[CH:18][C:13]([I+:12][C:9]2[CH:8]=[CH:7][C:6]([C:2]([CH3:5])([CH3:4])[CH3:3])=[CH:11][CH:10]=2)=[CH:14][CH:15]=1)([CH3:22])([CH3:21])[CH3:20]. (2) Reactant: [CH3:1][O:2][C:3](=[O:19])[C:4]1[CH:9]=[CH:8][C:7](/[CH:10]=[N:11]/[CH2:12][C:13]2[CH:18]=[CH:17][CH:16]=[CH:15][CH:14]=2)=[CH:6][CH:5]=1.[P:20]([O-:25])([O:23][CH3:24])[O:21][CH3:22]. Product: [CH3:1][O:2][C:3](=[O:19])[C:4]1[CH:9]=[CH:8][C:7]([CH:10]([NH:11][CH2:12][C:13]2[CH:18]=[CH:17][CH:16]=[CH:15][CH:14]=2)[P:20]([O:23][CH3:24])([O:21][CH3:22])=[O:25])=[CH:6][CH:5]=1. The catalyst class is: 25. (3) Reactant: [CH3:1][N:2]([CH3:17])[CH:3]=[CH:4][C:5]([C:7]1[CH:8]=[C:9]([NH:13][C:14](=[O:16])[CH3:15])[CH:10]=[CH:11][CH:12]=1)=[O:6].[H-].[Na+].[CH2:20](I)[CH3:21]. Product: [CH3:17][N:2]([CH3:1])[CH:3]=[CH:4][C:5]([C:7]1[CH:8]=[C:9]([N:13]([CH2:20][CH3:21])[C:14](=[O:16])[CH3:15])[CH:10]=[CH:11][CH:12]=1)=[O:6]. The catalyst class is: 3. (4) Reactant: [I:1][C:2]1[CH:9]=[CH:8][C:5]([CH2:6]Cl)=[CH:4][CH:3]=1.[C:10]1(=[O:20])[NH:14][C:13](=[O:15])[C:12]2=[CH:16][CH:17]=[CH:18][CH:19]=[C:11]12.[K]. Product: [I:1][C:2]1[CH:9]=[CH:8][C:5]([CH2:6][N:14]2[C:13](=[O:15])[C:12]3=[CH:16][CH:17]=[CH:18][CH:19]=[C:11]3[C:10]2=[O:20])=[CH:4][CH:3]=1. The catalyst class is: 3.